From a dataset of Full USPTO retrosynthesis dataset with 1.9M reactions from patents (1976-2016). Predict the reactants needed to synthesize the given product. (1) Given the product [CH3:27][N:11]1[CH2:10][C@@H:9]2[C@H:4]([CH2:5][CH2:6][CH2:7][CH2:8]2)[N:3]([CH:12]2[CH2:17][CH2:16][N:15]([C:18]([O:20][C:21]([CH3:24])([CH3:23])[CH3:22])=[O:19])[CH2:14][CH2:13]2)[C:2]1=[O:1], predict the reactants needed to synthesize it. The reactants are: [O:1]=[C:2]1[NH:11][CH2:10][C@@H:9]2[C@H:4]([CH2:5][CH2:6][CH2:7][CH2:8]2)[N:3]1[CH:12]1[CH2:17][CH2:16][N:15]([C:18]([O:20][C:21]([CH3:24])([CH3:23])[CH3:22])=[O:19])[CH2:14][CH2:13]1.[H-].[Na+].[CH3:27]I. (2) Given the product [O:27]1[C:21]2[CH:20]=[CH:19][C:18]([C:15]3[CH:14]=[CH:13][C:12]([C:8]4[N:7]([C:5]([O:4][CH2:3][CH:2]([CH3:36])[CH3:1])=[O:6])[CH:11]=[CH:10][N:9]=4)=[CH:17][CH:16]=3)=[CH:35][C:22]=2[CH2:23][NH:24][CH2:25][CH2:26]1, predict the reactants needed to synthesize it. The reactants are: [CH3:1][CH:2]([CH3:36])[CH2:3][O:4][C:5]([N:7]1[CH:11]=[CH:10][N:9]=[C:8]1[C:12]1[CH:17]=[CH:16][C:15]([C:18]2[CH:19]=[CH:20][C:21]3[O:27][CH2:26][CH2:25][N:24](C(OC(C)(C)C)=O)[CH2:23][C:22]=3[CH:35]=2)=[CH:14][CH:13]=1)=[O:6].FC(F)(F)C(O)=O.